From a dataset of Full USPTO retrosynthesis dataset with 1.9M reactions from patents (1976-2016). Predict the reactants needed to synthesize the given product. (1) Given the product [F:20][C:17]1[CH:18]=[CH:19][C:14]([C:13]2[C:12]3[C:7](=[CH:8][C:9]([NH2:21])=[CH:10][CH:11]=3)[O:6][C:5]([CH3:29])([CH3:30])[C:4]=2[CH:1]=[CH2:2])=[CH:15][CH:16]=1, predict the reactants needed to synthesize it. The reactants are: [CH:1]1([C:4]2[C:5]([CH3:30])([CH3:29])[O:6][C:7]3[C:12]([C:13]=2[C:14]2[CH:19]=[CH:18][C:17]([F:20])=[CH:16][CH:15]=2)=[CH:11][CH:10]=[C:9]([NH:21]C(=O)OC(C)(C)C)[CH:8]=3)C[CH2:2]1.Cl.O1CCOCC1. (2) Given the product [NH2:18][C:19]1[C:23]([NH:24][C:25]([C:12]([CH3:13])([CH3:14])[CH3:15])=[O:32])=[CH:22][S:21][CH:20]=1, predict the reactants needed to synthesize it. The reactants are: C(OC(O[C:12]([CH3:15])([CH3:14])[CH3:13])=O)(O[C:12]([CH3:15])([CH3:14])[CH3:13])=O.Cl.Cl.[NH2:18][C:19]1[C:23]([NH2:24])=[CH:22][S:21][CH:20]=1.[CH2:25](N(CC)CC)C.[OH2:32].